The task is: Predict the product of the given reaction.. This data is from Forward reaction prediction with 1.9M reactions from USPTO patents (1976-2016). (1) Given the reactants [NH2:1]CC(N1CCC(C)CC1)=O.[CH2:12]([O:19]C1(OC)C=CC(C(O)=O)=CC1OC)[C:13]1[CH:18]=[CH:17][CH:16]=[CH:15][CH:14]=1.C(N(C(C)C)CC)(C)C.C[NH3+].F[P-](F)(F)(F)(F)F.N1(OC(N(C)C)=[N+](C)C)C2N=CC=CC=2N=N1.F[P-](F)(F)(F)(F)F, predict the reaction product. The product is: [C:12]([NH2:1])(=[O:19])[C:13]1[CH:18]=[CH:17][CH:16]=[CH:15][CH:14]=1. (2) Given the reactants C([O:8][CH2:9][C:10]([C:13]1[S:17][C:16]([NH2:18])=[N:15][N:14]=1)([CH3:12])[CH3:11])C1C=CC=CC=1.B(Br)(Br)Br, predict the reaction product. The product is: [NH2:18][C:16]1[S:17][C:13]([C:10]([CH3:12])([CH3:11])[CH2:9][OH:8])=[N:14][N:15]=1. (3) Given the reactants CO.C1COCC1.[NH2:8][C:9]1[CH:14]=[CH:13][C:12]([C@@H:15]2[CH2:17][C@H:16]2[C:18]([O:20]C)=[O:19])=[CH:11][CH:10]=1.[OH-].[Na+], predict the reaction product. The product is: [NH2:8][C:9]1[CH:10]=[CH:11][C:12]([C@@H:15]2[CH2:17][C@H:16]2[C:18]([OH:20])=[O:19])=[CH:13][CH:14]=1. (4) Given the reactants [CH3:1][N:2]([CH2:11][C:12]1[CH:13]=[C:14]([C:18]2[CH:23]=[CH:22][C:21]([CH2:24][CH2:25][C:26](Cl)=[O:27])=[CH:20][CH:19]=2)[CH:15]=[CH:16][CH:17]=1)[C:3]([C:5]1[CH:10]=[CH:9][CH:8]=[CH:7][CH:6]=1)=[O:4].[CH2:29](N)[C:30]1C=CC=[CH:32][CH:31]=1.C([N:39]([CH2:42][CH3:43])CC)C.[CH2:44]1COCC1, predict the reaction product. The product is: [CH3:1][N:2]([CH2:11][C:12]1[CH:13]=[C:14]([C:18]2[CH:23]=[CH:22][C:21]([CH2:24][CH:25]([C:26](=[O:27])[NH:39][C:42]3[CH:43]=[CH:32][CH:31]=[CH:30][CH:29]=3)[CH3:44])=[CH:20][CH:19]=2)[CH:15]=[CH:16][CH:17]=1)[C:3](=[O:4])[C:5]1[CH:10]=[CH:9][CH:8]=[CH:7][CH:6]=1.